This data is from Catalyst prediction with 721,799 reactions and 888 catalyst types from USPTO. The task is: Predict which catalyst facilitates the given reaction. (1) Reactant: F[C:2]1[CH:7]=[CH:6][C:5]([C:8]([N:10]2[CH2:14][CH2:13][CH2:12][CH:11]2[CH2:15][N:16]2[CH2:20][CH2:19][CH2:18][CH2:17]2)=[O:9])=[CH:4][CH:3]=1.[N:21]1([CH2:26][CH2:27][NH2:28])[CH2:25][CH2:24][CH2:23][CH2:22]1. Product: [N:21]1([CH2:26][CH2:27][NH:28][C:2]2[CH:7]=[CH:6][C:5]([C:8]([N:10]3[CH2:14][CH2:13][CH2:12][CH:11]3[CH2:15][N:16]3[CH2:20][CH2:19][CH2:18][CH2:17]3)=[O:9])=[CH:4][CH:3]=2)[CH2:25][CH2:24][CH2:23][CH2:22]1. The catalyst class is: 16. (2) Reactant: [Br:1][C:2]1[CH:3]=[C:4]([C:8]2[CH:16]=[CH:15][CH:14]=[C:13]3[C:9]=2[CH2:10][C:11](=[O:17])[NH:12]3)[CH:5]=[CH:6][CH:7]=1.[N:18]1([CH2:23][CH2:24][NH:25][C:26]([C:28]2[CH:32]=[C:31]([CH3:33])[NH:30][C:29]=2[CH:34]=O)=[O:27])[CH2:22][CH2:21][CH2:20][CH2:19]1. Product: [N:18]1([CH2:23][CH2:24][NH:25][C:26]([C:28]2[CH:32]=[C:31]([CH3:33])[NH:30][C:29]=2[CH:34]=[C:10]2[C:9]3[C:13](=[CH:14][CH:15]=[CH:16][C:8]=3[C:4]3[CH:5]=[CH:6][CH:7]=[C:2]([Br:1])[CH:3]=3)[NH:12][C:11]2=[O:17])=[O:27])[CH2:22][CH2:21][CH2:20][CH2:19]1. The catalyst class is: 360. (3) Reactant: Br[CH2:2][C:3]([C:5]1[CH:10]=[CH:9][N:8]=[C:7]([O:11][CH3:12])[CH:6]=1)=O.[CH3:13][C:14]1[CH:15]=[C:16]([NH:20][C:21]([NH2:23])=[S:22])[CH:17]=[CH:18][CH:19]=1.N. Product: [CH3:12][O:11][C:7]1[CH:6]=[C:5]([C:3]2[N:23]=[C:21]([NH:20][C:16]3[CH:17]=[CH:18][CH:19]=[C:14]([CH3:13])[CH:15]=3)[S:22][CH:2]=2)[CH:10]=[CH:9][N:8]=1. The catalyst class is: 88. (4) Reactant: [C:1]([O:5][C:6](=[O:27])[NH:7][C:8]1[CH:13]=[C:12]([O:14][CH2:15][CH2:16][O:17][CH3:18])[C:11]([N:19]2[CH:23]=[CH:22][CH:21]=[CH:20]2)=[CH:10][C:9]=1[N+:24]([O-])=O)([CH3:4])([CH3:3])[CH3:2]. Product: [C:1]([O:5][C:6](=[O:27])[NH:7][C:8]1[CH:13]=[C:12]([O:14][CH2:15][CH2:16][O:17][CH3:18])[C:11]([N:19]2[CH:23]=[CH:22][CH:21]=[CH:20]2)=[CH:10][C:9]=1[NH2:24])([CH3:4])([CH3:2])[CH3:3]. The catalyst class is: 181. (5) Reactant: [F:1][C:2]1[CH:7]=[CH:6][C:5]([C:8]2[C:12]3[N:13]=[CH:14][NH:15][C:16](=[O:17])[C:11]=3[S:10][CH:9]=2)=[CH:4][CH:3]=1.[O:18]1[C:20]2([CH2:25][CH2:24][N:23]([C:26]([O:28][C:29]([CH3:32])([CH3:31])[CH3:30])=[O:27])[CH2:22][CH2:21]2)[CH2:19]1.C(=O)([O-])[O-].[Cs+].[Cs+]. The catalyst class is: 39. Product: [F:1][C:2]1[CH:3]=[CH:4][C:5]([C:8]2[C:12]3[N:13]=[CH:14][N:15]([CH2:19][C:20]4([OH:18])[CH2:21][CH2:22][N:23]([C:26]([O:28][C:29]([CH3:32])([CH3:31])[CH3:30])=[O:27])[CH2:24][CH2:25]4)[C:16](=[O:17])[C:11]=3[S:10][CH:9]=2)=[CH:6][CH:7]=1. (6) Reactant: [Cl:1][C:2]1[CH:9]=[C:8]([C:10]([F:13])([F:12])[F:11])[CH:7]=[CH:6][C:3]=1[CH2:4]O.N1C=CC=CC=1.O1CCCC1.S(Cl)([Cl:27])=O. Product: [Cl:1][C:2]1[CH:9]=[C:8]([C:10]([F:13])([F:12])[F:11])[CH:7]=[CH:6][C:3]=1[CH2:4][Cl:27]. The catalyst class is: 27. (7) Reactant: [Br-].[CH2:2]([O:4][C:5]([C:7]1[C:8]([CH2:13][P+](C)(C)C)=[N:9][CH:10]=[CH:11][CH:12]=1)=[O:6])C.CC(C)([O-])C.[K+].[CH2:24]([N:31]([CH2:43][C:44]1[CH:49]=[CH:48][CH:47]=[CH:46][CH:45]=1)[C@H:32]([CH2:35][C:36]1[CH:41]=[CH:40][CH:39]=[CH:38][C:37]=1[F:42])[CH:33]=O)[C:25]1[CH:30]=[CH:29][CH:28]=[CH:27][CH:26]=1. The catalyst class is: 28. Product: [CH3:2][O:4][C:5](=[O:6])[C:7]1[CH:12]=[CH:11][CH:10]=[N:9][C:8]=1/[CH:13]=[CH:33]/[C@H:32]([N:31]([CH2:24][C:25]1[CH:30]=[CH:29][CH:28]=[CH:27][CH:26]=1)[CH2:43][C:44]1[CH:45]=[CH:46][CH:47]=[CH:48][CH:49]=1)[CH2:35][C:36]1[CH:41]=[CH:40][CH:39]=[CH:38][C:37]=1[F:42]. (8) Reactant: Cl.Cl.[CH2:3]1[C:6]2([CH2:11][CH2:10][NH:9][CH2:8][CH2:7]2)[CH2:5][CH:4]1[NH:12][C:13]1[CH:22]=[CH:21][C:16]2[NH:17][C:18](=[O:20])[O:19][C:15]=2[CH:14]=1.C(=O)([O-])O.[Na+].Cl[C:29]([O:31][CH2:32][C:33]1[CH:38]=[CH:37][CH:36]=[CH:35][CH:34]=1)=[O:30]. Product: [O:20]=[C:18]1[NH:17][C:16]2[CH:21]=[CH:22][C:13]([NH:12][CH:4]3[CH2:5][C:6]4([CH2:11][CH2:10][N:9]([C:29]([O:31][CH2:32][C:33]5[CH:38]=[CH:37][CH:36]=[CH:35][CH:34]=5)=[O:30])[CH2:8][CH2:7]4)[CH2:3]3)=[CH:14][C:15]=2[O:19]1. The catalyst class is: 95. (9) Reactant: [H-].[Na+].[C:3]([NH:10][C@H:11]([C:14]([OH:16])=[O:15])[CH2:12][OH:13])([O:5][C:6]([CH3:9])([CH3:8])[CH3:7])=[O:4].[O-][CH2:18]C.[Na+].CI. Product: [C:6]([O:5][C:3]([NH:10][C@@H:11]([CH2:12][O:13][CH3:18])[C:14]([OH:16])=[O:15])=[O:4])([CH3:9])([CH3:8])[CH3:7]. The catalyst class is: 36. (10) Reactant: [F:1][C:2]1[CH:3]=[C:4]([C:8]2([C:18]3[CH:23]=[CH:22][CH:21]=[C:20]([F:24])[CH:19]=3)[CH:12]3[CH2:13][NH:14][CH2:15][CH2:16][N:11]3[C:10](=[O:17])[O:9]2)[CH:5]=[CH:6][CH:7]=1.[F:25][C:26]1[CH:31]=[CH:30][C:29]([CH2:32][N:33]=[C:34]=[O:35])=[CH:28][CH:27]=1. Product: [F:1][C:2]1[CH:3]=[C:4]([C:8]2([C:18]3[CH:23]=[CH:22][CH:21]=[C:20]([F:24])[CH:19]=3)[CH:12]3[CH2:13][N:14]([C:34]([NH:33][CH2:32][C:29]4[CH:30]=[CH:31][C:26]([F:25])=[CH:27][CH:28]=4)=[O:35])[CH2:15][CH2:16][N:11]3[C:10](=[O:17])[O:9]2)[CH:5]=[CH:6][CH:7]=1. The catalyst class is: 7.